Binary Classification. Given a drug SMILES string, predict its activity (active/inactive) in a high-throughput screening assay against a specified biological target. From a dataset of HIV replication inhibition screening data with 41,000+ compounds from the AIDS Antiviral Screen. (1) The molecule is O=C1CS(=O)(=O)C(c2ccc(F)cc2)N1N1C(=O)CS(=O)(=O)C1c1ccc(F)cc1. The result is 0 (inactive). (2) The result is 0 (inactive). The molecule is O=[N+]([O-])c1ccc(-c2ccc(-c3csc(Nc4ccccn4)n3)o2)cc1.